Dataset: Forward reaction prediction with 1.9M reactions from USPTO patents (1976-2016). Task: Predict the product of the given reaction. (1) Given the reactants [F:1][C:2]1[CH:3]=[C:4]([CH:7]=[CH:8][C:9]=1[N:10]1[CH2:15][CH2:14][NH:13][CH2:12][CH2:11]1)[CH:5]=[O:6].Br[CH:17]([C:25]1[CH:30]=[CH:29][CH:28]=[CH:27][CH:26]=1)[C:18]([N:20]([CH2:23][CH3:24])[CH2:21][CH3:22])=[O:19], predict the reaction product. The product is: [CH2:23]([N:20]([CH2:21][CH3:22])[C:18](=[O:19])[CH:17]([N:13]1[CH2:14][CH2:15][N:10]([C:9]2[CH:8]=[CH:7][C:4]([CH:5]=[O:6])=[CH:3][C:2]=2[F:1])[CH2:11][CH2:12]1)[C:25]1[CH:30]=[CH:29][CH:28]=[CH:27][CH:26]=1)[CH3:24]. (2) Given the reactants [Br:1][C:2]1[N:7]=[CH:6][C:5]([CH2:8][CH:9]([C:13](=O)[CH3:14])[C:10](=O)[CH3:11])=[CH:4][CH:3]=1.O.[NH2:17][NH2:18], predict the reaction product. The product is: [Br:1][C:2]1[CH:3]=[CH:4][C:5]([CH2:8][C:9]2[C:13]([CH3:14])=[N:17][NH:18][C:10]=2[CH3:11])=[CH:6][N:7]=1. (3) Given the reactants C[N:2](C)/[CH:3]=[CH:4]/[C:5]([C:7]1[C:12](=[O:13])[CH:11]=[CH:10][N:9]([C:14]2[CH:19]=[CH:18][CH:17]=[C:16]([S:20]([CH3:23])(=[O:22])=[O:21])[CH:15]=2)[N:8]=1)=O.[CH2:25]([O:27][C:28](=[O:37])[C:29]1[CH:34]=[CH:33][N:32]=[C:31]([NH:35]N)[CH:30]=1)[CH3:26], predict the reaction product. The product is: [CH2:25]([O:27][C:28](=[O:37])[C:29]1[CH:34]=[CH:33][N:32]=[C:31]([N:35]2[C:5]([C:7]3[C:12](=[O:13])[CH:11]=[CH:10][N:9]([C:14]4[CH:19]=[CH:18][CH:17]=[C:16]([S:20]([CH3:23])(=[O:22])=[O:21])[CH:15]=4)[N:8]=3)=[CH:4][CH:3]=[N:2]2)[CH:30]=1)[CH3:26]. (4) Given the reactants [Cl:1][C:2]1[C:3]([CH2:12][O:13][CH:14]2[CH2:19][CH2:18][C:17]([F:21])([F:20])[CH2:16][CH2:15]2)=[CH:4][C:5]2[O:9][N:8]=[C:7]([NH2:10])[C:6]=2[CH:11]=1.[CH3:22][S:23](Cl)(=[O:25])=[O:24].C(N(CC)CC)C, predict the reaction product. The product is: [Cl:1][C:2]1[C:3]([CH2:12][O:13][CH:14]2[CH2:15][CH2:16][C:17]([F:21])([F:20])[CH2:18][CH2:19]2)=[CH:4][C:5]2[O:9][N:8]=[C:7]([NH:10][S:23]([CH3:22])(=[O:25])=[O:24])[C:6]=2[CH:11]=1. (5) Given the reactants [F:1][C:2]1[CH:7]=[CH:6][C:5]([N:8]2[C:16]3[C:11](=[CH:12][C:13]([O:17][C@H:18]([C:24]4[CH:29]=[CH:28][CH:27]=[CH:26][CH:25]=4)[C@@H:19]([NH2:23])[CH2:20][CH2:21]C)=[CH:14][CH:15]=3)[CH:10]=[N:9]2)=[CH:4][CH:3]=1.Cl.N[C@@H](CC)[C@@H](C1C=CC=CC=1)O, predict the reaction product. The product is: [F:1][C:2]1[CH:3]=[CH:4][C:5]([N:8]2[C:16]3[C:11](=[CH:12][C:13]([O:17][C@H:18]([C:24]4[CH:25]=[CH:26][CH:27]=[CH:28][CH:29]=4)[C@@H:19]([NH2:23])[CH2:20][CH3:21])=[CH:14][CH:15]=3)[CH:10]=[N:9]2)=[CH:6][CH:7]=1. (6) Given the reactants [NH2:1][C@@H:2]([CH2:5][N:6]([CH2:13][CH3:14])[C:7]1[CH:12]=[CH:11][CH:10]=[CH:9][CH:8]=1)[CH2:3][OH:4].C(=O)([O-])[O-].[K+].[K+].[N:21]#[C:22]Br, predict the reaction product. The product is: [CH2:13]([N:6]([CH2:5][C@H:2]1[CH2:3][O:4][C:22]([NH2:21])=[N:1]1)[C:7]1[CH:12]=[CH:11][CH:10]=[CH:9][CH:8]=1)[CH3:14].